Dataset: Full USPTO retrosynthesis dataset with 1.9M reactions from patents (1976-2016). Task: Predict the reactants needed to synthesize the given product. (1) Given the product [C:1]([O:5][C:6]([N:8]1[CH2:16][C:15]2[C:10](=[CH:11][C:12]([N:18]3[CH2:23][CH2:22][O:21][CH2:20][CH2:19]3)=[C:13]([CH3:26])[CH:14]=2)[CH2:9]1)=[O:7])([CH3:4])([CH3:3])[CH3:2], predict the reactants needed to synthesize it. The reactants are: [C:1]([O:5][C:6]([N:8]1[CH2:16][C:15]2[C:10](=[CH:11][C:12]([N:18]3[CH2:23][CH2:22][O:21][CH2:20][CH2:19]3)=[C:13](Cl)[CH:14]=2)[CH2:9]1)=[O:7])([CH3:4])([CH3:3])[CH3:2].[F-].[Cs+].[CH3:26][Sn](C)(C)C. (2) Given the product [C:37]1([S:43]([NH:1][C:2]2[CH:3]=[CH:4][C:5]3[O:9][C:8]([C:10]([NH:12][C:13]4[CH:18]=[CH:17][C:16]([C:19]5[CH:20]=[CH:21][C:22]([S:25]([NH:28][C@H:29]([C:33]([OH:35])=[O:34])[CH:30]([CH3:32])[CH3:31])(=[O:26])=[O:27])=[CH:23][CH:24]=5)=[CH:15][CH:14]=4)=[O:11])=[CH:7][C:6]=3[CH:36]=2)(=[O:45])=[O:44])[CH:42]=[CH:41][CH:40]=[CH:39][CH:38]=1, predict the reactants needed to synthesize it. The reactants are: [NH2:1][C:2]1[CH:3]=[CH:4][C:5]2[O:9][C:8]([C:10]([NH:12][C:13]3[CH:18]=[CH:17][C:16]([C:19]4[CH:24]=[CH:23][C:22]([S:25]([NH:28][C@H:29]([C:33]([OH:35])=[O:34])[CH:30]([CH3:32])[CH3:31])(=[O:27])=[O:26])=[CH:21][CH:20]=4)=[CH:15][CH:14]=3)=[O:11])=[CH:7][C:6]=2[CH:36]=1.[C:37]1([S:43](Cl)(=[O:45])=[O:44])[CH:42]=[CH:41][CH:40]=[CH:39][CH:38]=1. (3) Given the product [Cl:7][C:8]1[CH:9]=[CH:10][C:11]([C@@H:14]2[CH2:16][C@H:15]2[CH2:17][OH:18])=[CH:12][CH:13]=1, predict the reactants needed to synthesize it. The reactants are: [H-].[H-].[H-].[H-].[Li+].[Al+3].[Cl:7][C:8]1[CH:13]=[CH:12][C:11]([CH:14]2[CH2:16][CH:15]2[C:17](OC)=[O:18])=[CH:10][CH:9]=1. (4) Given the product [CH3:16][C:11]1([CH3:17])[C:12]([CH3:15])([CH3:14])[O:13][B:9]([C:2]2[CH:3]=[C:4]([OH:8])[CH:5]=[CH:6][CH:7]=2)[O:10]1, predict the reactants needed to synthesize it. The reactants are: Br[C:2]1[CH:3]=[C:4]([OH:8])[CH:5]=[CH:6][CH:7]=1.[B:9]1([B:9]2[O:13][C:12]([CH3:15])([CH3:14])[C:11]([CH3:17])([CH3:16])[O:10]2)[O:13][C:12]([CH3:15])([CH3:14])[C:11]([CH3:17])([CH3:16])[O:10]1.C([O-])(=O)C.[K+]. (5) Given the product [NH2:13][C:7]1[N:6]=[C:5]([C:3]([NH2:14])=[O:2])[CH:10]=[C:9]([O:11][CH3:12])[CH:8]=1, predict the reactants needed to synthesize it. The reactants are: C[O:2][C:3]([C:5]1[CH:10]=[C:9]([O:11][CH3:12])[CH:8]=[C:7]([NH2:13])[N:6]=1)=O.[NH3:14].